This data is from Forward reaction prediction with 1.9M reactions from USPTO patents (1976-2016). The task is: Predict the product of the given reaction. (1) Given the reactants C([O:3][C:4](=[O:14])[CH2:5][NH:6][CH2:7][C:8]1[CH:13]=[CH:12][CH:11]=[CH:10][CH:9]=1)C, predict the reaction product. The product is: [CH2:7]([NH:6][CH2:5][C:4]([OH:14])=[O:3])[C:8]1[CH:13]=[CH:12][CH:11]=[CH:10][CH:9]=1. (2) The product is: [C:1]1([CH3:16])[CH:2]=[CH:3][C:4]([S:7]([O:10][CH2:11][C@H:12]([O:15][C:27](=[O:26])[CH3:28])[CH2:13][CH3:14])(=[O:8])=[O:9])=[CH:5][CH:6]=1. Given the reactants [C:1]1([CH3:16])[CH:6]=[CH:5][C:4]([S:7]([O:10][CH2:11][CH:12]([OH:15])[CH2:13][CH3:14])(=[O:9])=[O:8])=[CH:3][CH:2]=1.C1(C)C=CC(S([O:26][CH2:27][C@@H:28](O)CC)(=O)=O)=CC=1, predict the reaction product. (3) Given the reactants [NH2:1][C:2]1[CH:3]=[C:4]([NH:8][C:9](=[O:15])OC(C)(C)C)[CH:5]=[CH:6][CH:7]=1.[CH3:16][CH2:17]N(CC)CC.C(Cl)(=O)C=C.C(O)(C(F)(F)F)=O, predict the reaction product. The product is: [NH2:1][C:2]1[CH:3]=[C:4]([NH:8][C:9](=[O:15])[CH:16]=[CH2:17])[CH:5]=[CH:6][CH:7]=1.